From a dataset of Full USPTO retrosynthesis dataset with 1.9M reactions from patents (1976-2016). Predict the reactants needed to synthesize the given product. (1) Given the product [F:1][C:2]1[CH:16]=[C:15]([N+:18]([O-:20])=[O:19])[C:14]([F:17])=[CH:13][C:3]=1[O:4][C:5]1[CH:10]=[CH:9][N:8]=[C:7]([NH2:11])[C:6]=1[I:12], predict the reactants needed to synthesize it. The reactants are: [F:1][C:2]1[CH:16]=[CH:15][C:14]([F:17])=[CH:13][C:3]=1[O:4][C:5]1[CH:10]=[CH:9][N:8]=[C:7]([NH2:11])[C:6]=1[I:12].[N+:18]([O-])([OH:20])=[O:19].C([O-])(O)=O.[Na+]. (2) The reactants are: [CH2:1]([C:3]1[N:13]([CH2:14][C:15]2[CH:20]=[CH:19][C:18](I)=[CH:17][CH:16]=2)[C:6]2=[N:7][C:8]([CH3:12])=[CH:9][C:10]([CH3:11])=[C:5]2[N:4]=1)[CH3:2].[CH2:22]([OH:25])[C:23]#[CH:24].C(N(CC)CC)C. Given the product [CH2:1]([C:3]1[N:13]([CH2:14][C:15]2[CH:20]=[CH:19][C:18]([CH2:24][C:23]#[C:22][OH:25])=[CH:17][CH:16]=2)[C:6]2=[N:7][C:8]([CH3:12])=[CH:9][C:10]([CH3:11])=[C:5]2[N:4]=1)[CH3:2], predict the reactants needed to synthesize it. (3) Given the product [Br:1][C:2]1[C:3]([F:13])=[C:4]2[C:5](=[CH:6][CH:7]=1)[N:8]([C:9](=[O:11])[CH3:10])[N:44]=[CH:12]2, predict the reactants needed to synthesize it. The reactants are: [Br:1][C:2]1[CH:7]=[CH:6][C:5]([NH:8][C:9](=[O:11])[CH3:10])=[C:4]([CH3:12])[C:3]=1[F:13].C(OC(=O)C)(=O)C.C([O-])(=O)C.[K+].C1OCCOCCOCCOCCOCCOC1.[N:44](OCCC(C)C)=O. (4) Given the product [CH3:34][O:33][C:31]([S:30][C:3]1([C:7]([O:9][CH2:10][CH3:11])=[O:8])[CH2:4][CH2:5][CH2:6][N:1]([C:12]([O:14][C:15]([CH3:17])([CH3:16])[CH3:18])=[O:13])[CH2:2]1)=[O:32], predict the reactants needed to synthesize it. The reactants are: [N:1]1([C:12]([O:14][C:15]([CH3:18])([CH3:17])[CH3:16])=[O:13])[CH2:6][CH2:5][CH2:4][CH:3]([C:7]([O:9][CH2:10][CH3:11])=[O:8])[CH2:2]1.C[Si]([N-][Si](C)(C)C)(C)C.[Li+].Cl[S:30][C:31]([O:33][CH3:34])=[O:32].